From a dataset of Catalyst prediction with 721,799 reactions and 888 catalyst types from USPTO. Predict which catalyst facilitates the given reaction. (1) Reactant: [CH3:1][O:2][C:3]1[N:8]=[C:7]2[CH:9]=[CH:10][N:11]([Si:12]([CH:19]([CH3:21])[CH3:20])([CH:16]([CH3:18])[CH3:17])[CH:13]([CH3:15])[CH3:14])[C:6]2=[CH:5][CH:4]=1.[Li]CCCC.[B:27](OC)([O:30]C)[O:28][CH3:29]. Product: [CH3:1][O:2][C:3]1[N:8]=[C:7]2[CH:9]=[CH:10][N:11]([Si:12]([CH:16]([CH3:18])[CH3:17])([CH:13]([CH3:15])[CH3:14])[CH:19]([CH3:21])[CH3:20])[C:6]2=[CH:5][C:4]=1[B:27]([OH:30])[O:28][CH3:29]. The catalyst class is: 1. (2) Reactant: [CH3:1][C:2]1[C@@H:19]([O:20][C:21]([C@H:23]([OH:40])[C@@H:24]([NH:31][C:32]([C:34]2[CH:35]=[CH:36][CH:37]=[CH:38][CH:39]=2)=[O:33])[C:25]2[CH:26]=[CH:27][CH:28]=[CH:29][CH:30]=2)=[O:22])[CH2:18][C@:14]2([OH:41])[C:15]([CH3:17])([CH3:16])[C:3]=1[C@@H:4]([O:59]C(C)=O)[C:5]([C@@:7]1([CH3:58])[C@H:12]([C@@H:13]2[O:42][C:43]([C:45]2[CH:46]=[CH:47][CH:48]=[CH:49][CH:50]=2)=[O:44])[C@:11]2([O:53][C:54]([CH3:56])=[O:55])[CH2:51][O:52][C@@H:10]2[CH2:9][C@@H:8]1[OH:57])=[O:6].OO.C(=O)(O)[O-].[Na+].ClCCl.O. Product: [CH3:1][C:2]1[C@@H:19]([O:20][C:21]([C@H:23]([OH:40])[C@@H:24]([NH:31][C:32]([C:34]2[CH:39]=[CH:38][CH:37]=[CH:36][CH:35]=2)=[O:33])[C:25]2[CH:30]=[CH:29][CH:28]=[CH:27][CH:26]=2)=[O:22])[CH2:18][C@:14]2([OH:41])[C:15]([CH3:16])([CH3:17])[C:3]=1[C@@H:4]([OH:59])[C:5]([C@@:7]1([CH3:58])[CH:12]([C@@H:13]2[O:42][C:43]([C:45]2[CH:50]=[CH:49][CH:48]=[CH:47][CH:46]=2)=[O:44])[C@:11]2([O:53][C:54]([CH3:56])=[O:55])[CH2:51][O:52][C@@H:10]2[CH2:9][C@@H:8]1[OH:57])=[O:6]. The catalyst class is: 7. (3) Reactant: C([O:3][C:4]([C:6]1([S:19]([C:22]2[CH:27]=[CH:26][C:25]([O:28][C:29]3[CH:34]=[CH:33][C:32]([Cl:35])=[CH:31][CH:30]=3)=[CH:24][CH:23]=2)(=[O:21])=[O:20])[CH2:11][CH2:10][N:9]([CH2:12][C:13]2[CH:18]=[CH:17][CH:16]=[CH:15][CH:14]=2)[CH2:8][CH2:7]1)=[O:5])C. Product: [CH2:12]([N:9]1[CH2:10][CH2:11][C:6]([S:19]([C:22]2[CH:27]=[CH:26][C:25]([O:28][C:29]3[CH:30]=[CH:31][C:32]([Cl:35])=[CH:33][CH:34]=3)=[CH:24][CH:23]=2)(=[O:20])=[O:21])([C:4]([OH:5])=[O:3])[CH2:7][CH2:8]1)[C:13]1[CH:18]=[CH:17][CH:16]=[CH:15][CH:14]=1. The catalyst class is: 74. (4) Reactant: [F:1][C:2]1[CH:3]=[CH:4][C:5]([OH:17])=[N:6][C:7]=1[NH:8][CH2:9][C:10]1([CH3:16])[CH2:15][CH2:14][O:13][CH2:12][CH2:11]1.C(N(CC)CC)C.[F:25][C:26]([F:39])([F:38])[S:27](O[S:27]([C:26]([F:39])([F:38])[F:25])(=[O:29])=[O:28])(=[O:29])=[O:28].C(=O)(O)[O-].[Na+]. Product: [F:25][C:26]([F:39])([F:38])[S:27]([O:17][C:5]1[CH:4]=[CH:3][C:2]([F:1])=[C:7]([NH:8][CH2:9][C:10]2([CH3:16])[CH2:15][CH2:14][O:13][CH2:12][CH2:11]2)[N:6]=1)(=[O:29])=[O:28]. The catalyst class is: 4.